Dataset: Forward reaction prediction with 1.9M reactions from USPTO patents (1976-2016). Task: Predict the product of the given reaction. (1) Given the reactants [CH3:1][C@H:2]1[CH2:7][NH:6][CH2:5][C@@H:4]([CH3:8])[NH:3]1.[CH3:9][C:10]([O:13][C:14](O[C:14]([O:13][C:10]([CH3:12])([CH3:11])[CH3:9])=[O:15])=[O:15])([CH3:12])[CH3:11].O, predict the reaction product. The product is: [CH3:8][C@H:4]1[NH:3][C@@H:2]([CH3:1])[CH2:7][N:6]([C:14]([O:13][C:10]([CH3:12])([CH3:11])[CH3:9])=[O:15])[CH2:5]1. (2) Given the reactants [C:1]([NH:4][C:5]([CH2:16][CH2:17][CH2:18][C:19]([CH3:24])([N+:21]([O-:23])=[O:22])[CH3:20])(C(OCC)=O)[C:6]([O:8]CC)=[O:7])(=[O:3])[CH3:2].[OH-].[K+].Cl, predict the reaction product. The product is: [C:1]([NH:4][CH:5]([CH2:16][CH2:17][CH2:18][C:19]([CH3:24])([N+:21]([O-:23])=[O:22])[CH3:20])[C:6]([OH:8])=[O:7])(=[O:3])[CH3:2].